This data is from Reaction yield outcomes from USPTO patents with 853,638 reactions. The task is: Predict the reaction yield, written as a fraction of the theoretical maximum amount of product (1.0 means a 100% yield; for example, 0.34 means a 34% yield). (1) The reactants are [CH2:1]([O:3][C:4](=[O:32])[C:5]([O:23][C:24]1[CH:29]=[CH:28][C:27]([O:30][CH3:31])=[CH:26][CH:25]=1)([CH3:22])[CH:6]([C:8]1[CH:13]=[CH:12][C:11]([O:14][CH2:15][C:16]2[CH:21]=[CH:20][CH:19]=[CH:18][CH:17]=2)=[CH:10][CH:9]=1)O)[CH3:2].B(F)(F)F.CCOCC.C([SiH](CC)CC)C.C([O-])([O-])=O.[Na+].[Na+]. The catalyst is C(Cl)Cl. The product is [CH2:1]([O:3][C:4](=[O:32])[C:5]([O:23][C:24]1[CH:29]=[CH:28][C:27]([O:30][CH3:31])=[CH:26][CH:25]=1)([CH3:22])[CH2:6][C:8]1[CH:9]=[CH:10][C:11]([O:14][CH2:15][C:16]2[CH:21]=[CH:20][CH:19]=[CH:18][CH:17]=2)=[CH:12][CH:13]=1)[CH3:2]. The yield is 0.210. (2) The reactants are [CH2:1]([C:5]1[N:6]([CH2:13][C:14]2[CH:19]=[CH:18][C:17]([C:20]3[C:21]([C:26]#[N:27])=[CH:22][CH:23]=[CH:24][CH:25]=3)=[CH:16][C:15]=2[F:28])[C:7](=[O:12])[CH:8]=[C:9]([CH3:11])[N:10]=1)[CH2:2][CH2:3][CH3:4].C([O-])(=O)C.[Na+].[Br:34]Br. The catalyst is C(O)(=O)C.C(OCC)(=O)C. The product is [Br:34][C:8]1[C:7](=[O:12])[N:6]([CH2:13][C:14]2[CH:19]=[CH:18][C:17]([C:20]3[C:21]([C:26]#[N:27])=[CH:22][CH:23]=[CH:24][CH:25]=3)=[CH:16][C:15]=2[F:28])[C:5]([CH2:1][CH2:2][CH2:3][CH3:4])=[N:10][C:9]=1[CH3:11]. The yield is 0.600. (3) The reactants are [NH2:1][C:2]1[C:3]2[C:11]([CH3:12])=[C:10]([C:13]([O:15]C(C)(C)C)=[O:14])[S:9][C:4]=2[NH:5][C:6](=[O:8])[N:7]=1.FC(F)(F)C(O)=O. The catalyst is C(Cl)Cl. The product is [NH2:1][C:2]1[C:3]2[C:11]([CH3:12])=[C:10]([C:13]([OH:15])=[O:14])[S:9][C:4]=2[NH:5][C:6](=[O:8])[N:7]=1. The yield is 0.820.